From a dataset of Forward reaction prediction with 1.9M reactions from USPTO patents (1976-2016). Predict the product of the given reaction. (1) Given the reactants I(O)(=O)(=O)=O.[I:6]I.S(=O)(=O)(O)O.[Cl:13][C:14]1[C:19]([F:20])=[CH:18][CH:17]=[C:16]([Cl:21])[C:15]=1[C@H:22]([O:24][C:25]1[C:26]([NH2:31])=[N:27][CH:28]=[CH:29][CH:30]=1)[CH3:23], predict the reaction product. The product is: [I:6][C:29]1[CH:30]=[C:25]([O:24][C@@H:22]([C:15]2[C:16]([Cl:21])=[CH:17][CH:18]=[C:19]([F:20])[C:14]=2[Cl:13])[CH3:23])[C:26]([NH2:31])=[N:27][CH:28]=1. (2) Given the reactants [F:1][C:2]([F:20])([F:19])[C:3]1[CH:4]=[C:5]([C:9]2[CH:17]=[CH:16][CH:15]=[C:14]3[C:10]=2[CH2:11][C:12](=[O:18])[NH:13]3)[CH:6]=[CH:7][CH:8]=1.[N:21]1([CH2:26][CH2:27][NH:28][C:29]([C:31]2[CH:35]=[C:34]([CH3:36])[NH:33][C:32]=2[CH:37]=O)=[O:30])[CH:25]=[CH:24][N:23]=[N:22]1, predict the reaction product. The product is: [N:21]1([CH2:26][CH2:27][NH:28][C:29]([C:31]2[CH:35]=[C:34]([CH3:36])[NH:33][C:32]=2[CH:37]=[C:11]2[C:10]3[C:14](=[CH:15][CH:16]=[CH:17][C:9]=3[C:5]3[CH:6]=[CH:7][CH:8]=[C:3]([C:2]([F:1])([F:19])[F:20])[CH:4]=3)[NH:13][C:12]2=[O:18])=[O:30])[CH:25]=[CH:24][N:23]=[N:22]1.